From a dataset of Catalyst prediction with 721,799 reactions and 888 catalyst types from USPTO. Predict which catalyst facilitates the given reaction. (1) Product: [C:1]([O:5][C:6]([N:8]1[CH2:9][CH2:10][CH:11]([N:14]2[CH2:18][CH2:17][C:16]3([CH2:23][CH2:22][CH2:21][CH:20]([NH2:24])[CH2:19]3)[C:15]2=[O:35])[CH2:12][CH2:13]1)=[O:7])([CH3:4])([CH3:2])[CH3:3]. Reactant: [C:1]([O:5][C:6]([N:8]1[CH2:13][CH2:12][CH:11]([N:14]2[CH2:18][CH2:17][C:16]3([CH2:23][CH2:22][CH2:21][CH:20]([NH:24]C(OCC4C=CC=CC=4)=O)[CH2:19]3)[C:15]2=[O:35])[CH2:10][CH2:9]1)=[O:7])([CH3:4])([CH3:3])[CH3:2]. The catalyst class is: 5. (2) Reactant: [CH3:1][N:2]([CH:4]=[N:5][C:6]1[CH:7]=[C:8]2[C:12](=[CH:13][CH:14]=1)[NH:11][CH:10]=[C:9]2[C:15]([NH2:17])=[O:16])[CH3:3].CC([O-])(C)C.[K+].[CH3:24][O:25][N:26]=[C:27]([CH2:30]Cl)[CH2:28][Cl:29]. Product: [Cl:29][CH2:28][C:27](=[N:26][O:25][CH3:24])[CH2:30][N:11]1[C:12]2[C:8](=[CH:7][C:6]([N:5]=[CH:4][N:2]([CH3:1])[CH3:3])=[CH:14][CH:13]=2)[C:9]([C:15]([NH2:17])=[O:16])=[CH:10]1. The catalyst class is: 16. (3) Reactant: [Cl:1][C:2]1[CH:3]=[C:4]([NH:9][C:10]2[C:19]3[C:14](=[CH:15][C:16](F)=[C:17]([N+:20]([O-:22])=[O:21])[CH:18]=3)[N:13]=[CH:12][N:11]=2)[CH:5]=[CH:6][C:7]=1[F:8].[OH-:24].[Na+].[CH3:26]O. Product: [Cl:1][C:2]1[CH:3]=[C:4]([NH:9][C:10]2[C:19]3[C:14](=[CH:15][C:16]([O:24][CH3:26])=[C:17]([N+:20]([O-:22])=[O:21])[CH:18]=3)[N:13]=[CH:12][N:11]=2)[CH:5]=[CH:6][C:7]=1[F:8]. The catalyst class is: 6.